This data is from Peptide-MHC class II binding affinity with 134,281 pairs from IEDB. The task is: Regression. Given a peptide amino acid sequence and an MHC pseudo amino acid sequence, predict their binding affinity value. This is MHC class II binding data. The peptide sequence is NAGFKAAVAAAAVVP. The MHC is DRB3_0101 with pseudo-sequence DRB3_0101. The binding affinity (normalized) is 0.101.